This data is from Full USPTO retrosynthesis dataset with 1.9M reactions from patents (1976-2016). The task is: Predict the reactants needed to synthesize the given product. (1) Given the product [Br:1][C:2]1[N:3]=[C:4]([CH:14]2[CH2:19][CH2:18][N:17]([C:20]([O:22][C:23]([CH3:26])([CH3:25])[CH3:24])=[O:21])[CH2:16][CH2:15]2)[N:5]([CH2:7][CH2:8][N:32]2[CH2:36][CH2:35][CH2:34][CH2:33]2)[CH:6]=1, predict the reactants needed to synthesize it. The reactants are: [Br:1][C:2]1[N:3]=[C:4]([CH:14]2[CH2:19][CH2:18][N:17]([C:20]([O:22][C:23]([CH3:26])([CH3:25])[CH3:24])=[O:21])[CH2:16][CH2:15]2)[N:5]([CH2:7][CH2:8]OS(C)(=O)=O)[CH:6]=1.CN(C)C=O.[NH:32]1[CH2:36][CH2:35][CH2:34][CH2:33]1. (2) Given the product [C:26]([O-:31])(=[O:33])[CH3:27].[NH4+:4].[Cl:1][C:2]1[C:3]2[N:4]([C:26]([CH2:27][CH:28]3[CH2:30][CH2:29]3)=[N:25][N:24]=2)[N:5]=[CH:6][C:7]=1[N:8]1[CH2:9][CH2:10][CH:11]([C:14]2[CH:19]=[CH:18][CH:17]=[CH:16][C:15]=2[C:20]([F:23])([F:21])[F:22])[CH2:12][CH2:13]1, predict the reactants needed to synthesize it. The reactants are: [Cl:1][C:2]1[C:7]([N:8]2[CH2:13][CH2:12][CH:11]([C:14]3[CH:19]=[CH:18][CH:17]=[CH:16][C:15]=3[C:20]([F:23])([F:22])[F:21])[CH2:10][CH2:9]2)=[CH:6][N:5]=[N:4][C:3]=1[NH:24][NH:25][C:26](=[O:31])[CH2:27][CH:28]1[CH2:30][CH2:29]1.P(Cl)(Cl)(Cl)=[O:33]. (3) Given the product [CH3:1][O:2][C:3]1[CH:4]=[CH:5][C:6]([CH2:7][N:8]2[C:12]3=[N:13][CH:14]=[CH:15][C:16]([O:17][C:18]4[CH:23]=[CH:22][C:21]([N:36]([C:33]5[CH:34]=[CH:35][C:30]([F:29])=[CH:31][CH:32]=5)[C:37]([C:39]5([C:42]([NH2:47])=[O:43])[CH2:41][CH2:40]5)=[O:38])=[CH:20][C:19]=4[F:25])=[C:11]3[C:10]([I:26])=[N:9]2)=[CH:27][CH:28]=1, predict the reactants needed to synthesize it. The reactants are: [CH3:1][O:2][C:3]1[CH:28]=[CH:27][C:6]([CH2:7][N:8]2[C:12]3=[N:13][CH:14]=[CH:15][C:16]([O:17][C:18]4[CH:23]=[CH:22][C:21](N)=[CH:20][C:19]=4[F:25])=[C:11]3[C:10]([I:26])=[N:9]2)=[CH:5][CH:4]=1.[F:29][C:30]1[CH:35]=[CH:34][C:33]([NH:36][C:37]([C:39]2([C:42](F)=[O:43])[CH2:41][CH2:40]2)=[O:38])=[CH:32][CH:31]=1.C(#[N:47])C. (4) Given the product [N:1]1[S:2][N:3]=[C:4]2[CH:9]=[C:8]([C:10]3[O:17][C:13]([CH3:14])([CH3:15])[C:12](=[O:25])[CH:11]=3)[CH:7]=[CH:6][C:5]=12, predict the reactants needed to synthesize it. The reactants are: [N:1]1[S:2][N:3]=[C:4]2[CH:9]=[C:8]([C:10](=[O:17])[C:11]#[C:12][C:13](O)([CH3:15])[CH3:14])[CH:7]=[CH:6][C:5]=12.C(NCC)C.C([OH:25])C. (5) Given the product [CH3:1][C:2]1[C:12](=[O:13])[CH:11]2[CH:6]([CH:7]=[CH:8][CH:9]=[CH:10]2)[C:4](=[O:5])[C:3]=1[CH2:23][C:20]1[CH:21]=[CH:22][C:17]([C:14]([OH:16])=[O:15])=[CH:18][CH:19]=1, predict the reactants needed to synthesize it. The reactants are: [CH3:1][C:2]1[C:12](=[O:13])[C:11]2[CH:10]=[CH:9][CH:8]=[CH:7][C:6]=2[C:4](=[O:5])[CH:3]=1.[C:14]([C:17]1[CH:22]=[CH:21][C:20]([CH2:23]C(O)=O)=[CH:19][CH:18]=1)([OH:16])=[O:15]. (6) Given the product [CH2:25]([O:24][C:22](=[O:23])[CH2:21][CH2:20][CH2:19][CH2:18][CH2:17][CH2:16][C:14](=[O:15])[C:13]1[CH:12]=[CH:11][C:10]([C:3]2[CH:4]=[CH:5][S:1][CH:2]=2)=[CH:28][CH:27]=1)[CH3:26], predict the reactants needed to synthesize it. The reactants are: [S:1]1[CH:5]=[CH:4][C:3](B(O)O)=[CH:2]1.Br[C:10]1[CH:28]=[CH:27][C:13]([C:14]([CH2:16][CH2:17][CH2:18][CH2:19][CH2:20][CH2:21][C:22]([O:24][CH2:25][CH3:26])=[O:23])=[O:15])=[CH:12][CH:11]=1.C1(C)C=CC=CC=1.C([O-])([O-])=O.[K+].[K+].